Dataset: Forward reaction prediction with 1.9M reactions from USPTO patents (1976-2016). Task: Predict the product of the given reaction. (1) Given the reactants [Br:1][C:2]1[CH:3]=[C:4]([CH:6]=[CH:7][C:8]=1[F:9])[NH2:5].[CH3:10][C:11]1[N:12]=[C:13]([NH:16][C:17](=O)[O:18]C2C=CC=CC=2)[S:14][CH:15]=1, predict the reaction product. The product is: [Br:1][C:2]1[CH:3]=[C:4]([NH:5][C:17]([NH:16][C:13]2[S:14][CH:15]=[C:11]([CH3:10])[N:12]=2)=[O:18])[CH:6]=[CH:7][C:8]=1[F:9]. (2) The product is: [C:67]([O:66][C:64](=[O:65])[CH2:63][O:62][C:61]1[CH:60]=[CH:59][C:58]([C@@H:57]([NH:56][C:53]2[CH:52]=[CH:51][C:50]([F:49])=[CH:55][CH:54]=2)[CH:13]([S:12][CH2:11][C:10]2[CH:6]=[CH:5][C:4]([O:3][CH3:2])=[CH:9][CH:8]=2)[C:16](=[O:17])[N:15]2[C@@H:14]([C:25]3[CH:26]=[CH:27][CH:28]=[CH:46][CH:47]=3)[CH2:82][O:85][C:18]2=[O:86])=[CH:72][CH:71]=1)([CH3:68])([CH3:69])[CH3:70]. Given the reactants O1[C:5]2[CH:6]=C[C:8]([CH:10](O)[CH2:11][S:12][C@H:13]3[C:16](=[O:17])[N:15]([C:18]4C=CC(F)=CC=4)[C@@H:14]3[C:25]3[CH:47]=[CH:46][C:28](OCC(NCC(N[C@@H](C(O)=O)C(C)(C)C)=O)=O)=[CH:27][CH:26]=3)=[CH:9][C:4]=2[O:3][CH2:2]1.[F:49][C:50]1[CH:55]=[CH:54][C:53](/[N:56]=[CH:57]/[C:58]2[CH:72]=[CH:71][C:61]([O:62][CH2:63][C:64]([O:66][C:67]([CH3:70])([CH3:69])[CH3:68])=[O:65])=[CH:60][CH:59]=2)=[CH:52][CH:51]=1.C(N(C(C)C)C(C)C)C.[CH:82]([OH:85])(C)C.[OH2:86], predict the reaction product. (3) Given the reactants [NH:1]1[CH2:6][CH2:5][O:4][CH2:3][CH2:2]1.[Cl:7][C:8]1[N:13]=[C:12](Cl)[CH:11]=[C:10]([C:15]2[CH:20]=[CH:19][C:18]([F:21])=[CH:17][CH:16]=2)[N:9]=1.CCN(C(C)C)C(C)C, predict the reaction product. The product is: [Cl:7][C:8]1[N:13]=[C:12]([N:1]2[CH2:6][CH2:5][O:4][CH2:3][CH2:2]2)[CH:11]=[C:10]([C:15]2[CH:20]=[CH:19][C:18]([F:21])=[CH:17][CH:16]=2)[N:9]=1. (4) Given the reactants [H-].[Na+].[C:3](Cl)(=[O:5])[CH3:4].[Cl:7][C:8]1[CH:9]=[C:10]([CH:13]=[C:14]([O:16][C:17]2[C:18]([CH3:23])=[N:19][NH:20][C:21]=2[CH3:22])[CH:15]=1)[C:11]#[N:12], predict the reaction product. The product is: [C:3]([N:20]1[C:21]([CH3:22])=[C:17]([O:16][C:14]2[CH:13]=[C:10]([CH:9]=[C:8]([Cl:7])[CH:15]=2)[C:11]#[N:12])[C:18]([CH3:23])=[N:19]1)(=[O:5])[CH3:4]. (5) Given the reactants Cl[C:2]1[C:7]([C:8]#[N:9])=[CH:6][N:5]=[CH:4][C:3]=1[C:10]1[CH:15]=[CH:14][C:13]([O:16][CH3:17])=[C:12]([O:18][CH2:19][CH2:20][O:21][CH3:22])[CH:11]=1.[NH2:23][C:24]1[CH:32]=[CH:31][CH:30]=[C:29]2[C:25]=1[CH:26]=[CH:27][NH:28]2.CN(C1C(C2C(P(C3CCCCC3)C3CCCCC3)=CC=CC=2)=CC=CC=1)C.[O-]P([O-])([O-])=O.[K+].[K+].[K+], predict the reaction product. The product is: [NH:28]1[C:29]2[C:25](=[C:24]([NH:23][C:2]3[C:7]([C:8]#[N:9])=[CH:6][N:5]=[CH:4][C:3]=3[C:10]3[CH:15]=[CH:14][C:13]([O:16][CH3:17])=[C:12]([O:18][CH2:19][CH2:20][O:21][CH3:22])[CH:11]=3)[CH:32]=[CH:31][CH:30]=2)[CH:26]=[CH:27]1.